Dataset: NCI-60 drug combinations with 297,098 pairs across 59 cell lines. Task: Regression. Given two drug SMILES strings and cell line genomic features, predict the synergy score measuring deviation from expected non-interaction effect. (1) Drug 1: C1CC(=O)NC(=O)C1N2C(=O)C3=CC=CC=C3C2=O. Drug 2: C(CN)CNCCSP(=O)(O)O. Cell line: IGROV1. Synergy scores: CSS=-1.84, Synergy_ZIP=0.983, Synergy_Bliss=-0.699, Synergy_Loewe=-2.21, Synergy_HSA=-2.67. (2) Drug 1: C1=NC2=C(N1)C(=S)N=C(N2)N. Drug 2: CCC1(C2=C(COC1=O)C(=O)N3CC4=CC5=C(C=CC(=C5CN(C)C)O)N=C4C3=C2)O.Cl. Cell line: UO-31. Synergy scores: CSS=28.0, Synergy_ZIP=-5.01, Synergy_Bliss=-4.74, Synergy_Loewe=-2.70, Synergy_HSA=-1.25. (3) Drug 1: CC(C)(C#N)C1=CC(=CC(=C1)CN2C=NC=N2)C(C)(C)C#N. Drug 2: C1CNP(=O)(OC1)N(CCCl)CCCl. Cell line: DU-145. Synergy scores: CSS=1.27, Synergy_ZIP=-1.32, Synergy_Bliss=-4.45, Synergy_Loewe=-5.32, Synergy_HSA=-3.44. (4) Drug 1: C1=CC(=CC=C1CC(C(=O)O)N)N(CCCl)CCCl.Cl. Drug 2: C1C(C(OC1N2C=NC(=NC2=O)N)CO)O. Cell line: NCI/ADR-RES. Synergy scores: CSS=5.77, Synergy_ZIP=-3.94, Synergy_Bliss=-3.21, Synergy_Loewe=-5.20, Synergy_HSA=-3.70. (5) Drug 1: C1CC(=O)NC(=O)C1N2CC3=C(C2=O)C=CC=C3N. Drug 2: C1=NC2=C(N=C(N=C2N1C3C(C(C(O3)CO)O)F)Cl)N. Cell line: DU-145. Synergy scores: CSS=13.1, Synergy_ZIP=-1.93, Synergy_Bliss=-2.55, Synergy_Loewe=-37.2, Synergy_HSA=-1.27. (6) Drug 1: CN1C(=O)N2C=NC(=C2N=N1)C(=O)N. Drug 2: CN1C=C(C=N1)C2=C3N=C(C(=C(N3N=C2)N)Br)C4CCCNC4. Cell line: SW-620. Synergy scores: CSS=42.8, Synergy_ZIP=8.34, Synergy_Bliss=5.64, Synergy_Loewe=3.43, Synergy_HSA=5.83.